This data is from Forward reaction prediction with 1.9M reactions from USPTO patents (1976-2016). The task is: Predict the product of the given reaction. (1) Given the reactants [F:1][C:2]1[CH:3]=[C:4]([CH:6]=[C:7]([F:9])[CH:8]=1)[NH2:5].[N-:10]([C:13]#[N:14])[C:11]#[N:12].[Na+], predict the reaction product. The product is: [C:11]([N:10]=[C:13]([NH2:14])[NH:5][C:4]1[CH:3]=[C:2]([F:1])[CH:8]=[C:7]([F:9])[CH:6]=1)#[N:12]. (2) Given the reactants [F:1][C:2]1[CH:7]=[CH:6][C:5]([C:8]([OH:28])([CH2:25][CH:26]=[CH2:27])[CH2:9][CH2:10][NH:11][C@H:12]2[CH2:17][CH2:16][CH2:15][N:14]([C:18]([O:20][C:21]([CH3:24])([CH3:23])[CH3:22])=[O:19])[CH2:13]2)=[CH:4][CH:3]=1.C(N(CC)CC)C.Cl[C:37](Cl)([O:39]C(=O)OC(Cl)(Cl)Cl)Cl.O, predict the reaction product. The product is: [CH2:25]([C:8]1([C:5]2[CH:4]=[CH:3][C:2]([F:1])=[CH:7][CH:6]=2)[O:28][C:37](=[O:39])[N:11]([C@H:12]2[CH2:17][CH2:16][CH2:15][N:14]([C:18]([O:20][C:21]([CH3:23])([CH3:24])[CH3:22])=[O:19])[CH2:13]2)[CH2:10][CH2:9]1)[CH:26]=[CH2:27]. (3) The product is: [F:24][C:21]1[CH:22]=[CH:23][C:18]([C:8]2([C:5]3[CH:4]=[CH:3][C:2]([F:1])=[CH:7][CH:6]=3)[CH2:12][CH2:11][N:10]([CH2:13][C:14]([NH:39][C:37]3[CH:36]=[CH:35][CH:34]=[C:33]([C:32]([F:40])([F:31])[F:41])[N:38]=3)=[O:16])[C:9]2=[O:17])=[CH:19][CH:20]=1. Given the reactants [F:1][C:2]1[CH:7]=[CH:6][C:5]([C:8]2([C:18]3[CH:23]=[CH:22][C:21]([F:24])=[CH:20][CH:19]=3)[CH2:12][CH2:11][N:10]([CH2:13][C:14]([OH:16])=O)[C:9]2=[O:17])=[CH:4][CH:3]=1.C(Cl)(=O)C(Cl)=O.[F:31][C:32]([F:41])([F:40])[C:33]1[N:38]=[C:37]([NH2:39])[CH:36]=[CH:35][CH:34]=1.CN1CCOCC1, predict the reaction product. (4) The product is: [Cl:17][C:13]1[CH:14]=[C:15]2[C:10](=[CH:11][CH:12]=1)[N:9]([CH2:18][C:19]1[CH:24]=[CH:23][CH:22]=[C:21]([CH3:25])[CH:20]=1)[C:8]([C:6]([OH:7])=[O:5])=[CH:16]2. Given the reactants [OH-].[Na+].C([O:5][C:6]([C:8]1[N:9]([CH2:18][C:19]2[CH:24]=[CH:23][CH:22]=[C:21]([CH3:25])[CH:20]=2)[C:10]2[C:15]([CH:16]=1)=[CH:14][C:13]([Cl:17])=[CH:12][CH:11]=2)=[O:7])C, predict the reaction product. (5) The product is: [C:1]([O:9][C:10]1([CH2:27][C:28]2[CH:33]=[C:32]([O:44][CH3:37])[CH:31]=[CH:30][C:29]=2[OH:36])[C:18]2[C:13](=[CH:14][CH:15]=[C:16]([CH3:19])[CH:17]=2)[N:12]([CH2:20][CH2:21][CH2:22][CH:23]([CH3:25])[CH3:24])[C:11]1=[O:26])(=[O:8])[C:2]1[CH:3]=[CH:4][CH:5]=[CH:6][CH:7]=1. Given the reactants [C:1]([O:9][C:10]1([CH2:27][C:28]2[CH:33]=[CH:32][C:31](OC)=[CH:30][C:29]=2[OH:36])[C:18]2[C:13](=[CH:14][CH:15]=[C:16]([CH3:19])[CH:17]=2)[N:12]([CH2:20][CH2:21][CH2:22][CH:23]([CH3:25])[CH3:24])[C:11]1=[O:26])(=[O:8])[C:2]1[CH:7]=[CH:6][CH:5]=[CH:4][CH:3]=1.[C:37](OC1C2C(=CC=C(C)C=2)N(CCCC(C)C)C1=O)(=[O:44])C1C=CC=CC=1.C(=O)(OC1C=CC(OC)=CC=1CO)OC(C)(C)C, predict the reaction product. (6) Given the reactants [CH3:1][C:2]1[CH:10]=[CH:9][C:8]2[N:7]([CH2:11][C:12]([C:15]3[CH:16]=[N:17][CH:18]=[CH:19][CH:20]=3)([OH:14])[CH3:13])[C:6]3[CH2:21][CH2:22][NH:23][CH2:24][C:5]=3[C:4]=2[CH:3]=1.C(=O)([O-])[O-].[K+].[K+].[F:31][CH:32]([F:35])[CH2:33]I.O, predict the reaction product. The product is: [F:31][CH:32]([F:35])[CH2:33][N:23]1[CH2:22][CH2:21][C:6]2[N:7]([CH2:11][C:12]([C:15]3[CH:16]=[N:17][CH:18]=[CH:19][CH:20]=3)([OH:14])[CH3:13])[C:8]3[CH:9]=[CH:10][C:2]([CH3:1])=[CH:3][C:4]=3[C:5]=2[CH2:24]1. (7) Given the reactants [CH3:1][C:2]1[C:3]([CH3:21])=[CH:4][C:5]2[N:14]([CH2:15][CH:16]=O)[C:13]3[C:8]([C:9](=[O:19])[NH:10][C:11](=[O:18])[N:12]=3)=[N:7][C:6]=2[CH:20]=1.[NH2:22][CH2:23][CH2:24][CH2:25][NH:26][S:27]([C:30]([F:33])([F:32])[F:31])(=[O:29])=[O:28].C(O)(=O)C.C([BH3-])#N.[Na+], predict the reaction product. The product is: [CH3:1][C:2]1[C:3]([CH3:21])=[CH:4][C:5]2[N:14]([CH2:15][CH2:16][NH:22][CH2:23][CH2:24][CH2:25][NH:26][S:27]([C:30]([F:33])([F:31])[F:32])(=[O:28])=[O:29])[C:13]3[C:8]([C:9](=[O:19])[NH:10][C:11](=[O:18])[N:12]=3)=[N:7][C:6]=2[CH:20]=1. (8) Given the reactants [Br:1][C:2]1[CH:9]=[CH:8][C:7]([I:10])=[CH:6][C:3]=1[CH2:4][OH:5].N1C=CN=C1.[CH3:16][C:17]([Si:20](Cl)([CH3:22])[CH3:21])([CH3:19])[CH3:18], predict the reaction product. The product is: [Br:1][C:2]1[CH:9]=[CH:8][C:7]([I:10])=[CH:6][C:3]=1[CH2:4][O:5][Si:20]([C:17]([CH3:19])([CH3:18])[CH3:16])([CH3:22])[CH3:21].